Dataset: CYP2C19 inhibition data for predicting drug metabolism from PubChem BioAssay. Task: Regression/Classification. Given a drug SMILES string, predict its absorption, distribution, metabolism, or excretion properties. Task type varies by dataset: regression for continuous measurements (e.g., permeability, clearance, half-life) or binary classification for categorical outcomes (e.g., BBB penetration, CYP inhibition). Dataset: cyp2c19_veith. (1) The molecule is Cc1cccc(C)c1NC(=O)CS(=O)CC(=O)Nc1ccc(F)cc1F. The result is 0 (non-inhibitor). (2) The compound is COc1cccc(OC)c1OCCCN1CCOCC1. The result is 0 (non-inhibitor). (3) The molecule is O=C(O)CSCc1cccc2ccccc12. The result is 0 (non-inhibitor). (4) The compound is Cc1ccc(-c2nn(-c3ccccc3)cc2/C=N/NS(=O)(=O)c2ccccc2)cc1. The result is 1 (inhibitor). (5) The compound is COc1ccc([C@@H](C)c2cc3c(cc2O)OCO3)cc1. The result is 1 (inhibitor).